This data is from Full USPTO retrosynthesis dataset with 1.9M reactions from patents (1976-2016). The task is: Predict the reactants needed to synthesize the given product. (1) Given the product [CH3:19][O:18][C:13]1[CH:14]=[CH:15][C:16]2[CH2:17][C:8]3[C:7]4[CH:2]=[CH:3][N:4]=[CH:5][C:6]=4[O:22][C:9]=3[C:10]([CH3:20])([CH3:21])[C:11]=2[CH:12]=1, predict the reactants needed to synthesize it. The reactants are: O[C:2]1[CH:3]=[N:4][CH:5]=[CH:6][C:7]=1[CH:8]1[CH2:17][C:16]2[C:11](=[CH:12][C:13]([O:18][CH3:19])=[CH:14][CH:15]=2)[C:10]([CH3:21])([CH3:20])[C:9]1=[O:22].CS(O)(=O)=O.[OH-].[Na+]. (2) Given the product [C:1]([O:5][C:6](=[O:22])[NH:7][C:8]1[CH:13]=[C:12]([O:14][CH2:15][CH3:16])[C:11]([C:17]([F:20])([F:19])[F:18])=[CH:10][C:9]=1[NH:21][C:28](=[O:27])[CH2:29][C:30]([C:32]1[CH:37]=[CH:36][CH:35]=[C:34]([C:38]2[CH:39]=[C:40]([CH3:45])[N:41]=[C:42]([CH3:44])[CH:43]=2)[CH:33]=1)=[O:31])([CH3:2])([CH3:3])[CH3:4], predict the reactants needed to synthesize it. The reactants are: [C:1]([O:5][C:6](=[O:22])[NH:7][C:8]1[CH:13]=[C:12]([O:14][CH2:15][CH3:16])[C:11]([C:17]([F:20])([F:19])[F:18])=[CH:10][C:9]=1[NH2:21])([CH3:4])([CH3:3])[CH3:2].C([O:27][C:28](=O)[CH2:29][C:30]([C:32]1[CH:37]=[CH:36][CH:35]=[C:34]([C:38]2[CH:43]=[C:42]([CH3:44])[N:41]=[C:40]([CH3:45])[CH:39]=2)[CH:33]=1)=[O:31])(C)(C)C. (3) Given the product [Cl:11][C:4]1[CH:5]=[C:6]([N+:7]([O-:9])=[O:8])[CH:1]=[CH:2][C:3]=1[OH:10], predict the reactants needed to synthesize it. The reactants are: [CH:1]1[C:6]([N+:7]([O-:9])=[O:8])=[CH:5][CH:4]=[C:3]([OH:10])[CH:2]=1.[Cl:11]([O-])(=O)=O.[K+]. (4) Given the product [CH2:5]1[NH+:6]([CH2:7][CH2:8][OH:9])[CH2:1][CH2:2][N:3]([CH2:10][CH2:11][S:12]([O-:15])(=[O:14])=[O:13])[CH2:4]1, predict the reactants needed to synthesize it. The reactants are: [CH2:1]1[N:6]([CH2:7][CH2:8][OH:9])[CH2:5][CH2:4][N:3]([CH2:10][CH2:11][S:12]([OH:15])(=[O:14])=[O:13])[CH2:2]1.[Na].Cl.C(O)(=O)C. (5) Given the product [CH3:5][O:4][C:2](=[O:3])[NH:16][CH2:15][CH2:14][C:8]1[CH:9]=[CH:10][CH:11]=[C:12]([F:13])[C:7]=1[F:6], predict the reactants needed to synthesize it. The reactants are: Cl[C:2]([O:4][CH3:5])=[O:3].[F:6][C:7]1[C:12]([F:13])=[CH:11][CH:10]=[CH:9][C:8]=1[CH2:14][CH2:15][NH2:16].N1C=CC=CC=1. (6) Given the product [O:10]1[C:14]2[CH:15]=[CH:16][CH:17]=[CH:18][C:13]=2[CH:12]=[C:11]1[C:19]1[N:23]2[N:24]=[C:25]([O:4][CH:3]([CH:5]3[CH2:7][CH2:6]3)[CH2:2][NH2:1])[CH:26]=[CH:27][C:22]2=[N:21][CH:20]=1, predict the reactants needed to synthesize it. The reactants are: [NH2:1][CH2:2][CH:3]([CH:5]1[CH2:7][CH2:6]1)[OH:4].[H-].[Na+].[O:10]1[C:14]2[CH:15]=[CH:16][CH:17]=[CH:18][C:13]=2[CH:12]=[C:11]1[C:19]1[N:23]2[N:24]=[C:25](Cl)[CH:26]=[CH:27][C:22]2=[N:21][CH:20]=1.